From a dataset of CYP1A2 inhibition data for predicting drug metabolism from PubChem BioAssay. Regression/Classification. Given a drug SMILES string, predict its absorption, distribution, metabolism, or excretion properties. Task type varies by dataset: regression for continuous measurements (e.g., permeability, clearance, half-life) or binary classification for categorical outcomes (e.g., BBB penetration, CYP inhibition). Dataset: cyp1a2_veith. (1) The molecule is S=C1N[C@H](c2ccccc2)N[C@H](c2ccccc2)S1. The result is 1 (inhibitor). (2) The compound is O=C(Oc1ccc2cc(Br)ccc2c1)c1cccnc1. The result is 1 (inhibitor). (3) The molecule is CCOC(=O)C1=C(N)Oc2ccc(Br)cc2[C@@H]1[C@@H](C#N)C(=O)OCC. The result is 1 (inhibitor). (4) The molecule is Cc1c(N=Cc2ccc(Br)s2)cccc1[N+](=O)[O-]. The result is 1 (inhibitor). (5) The drug is CCc1ccc(/C=C\C(=O)N2CCc3ccccc3C2)cc1. The result is 1 (inhibitor). (6) The drug is CC(C)[C@H](CO)Nc1nc(Nc2ccc(C(=O)O)c(Cl)c2)c2ncn(C(C)C)c2n1. The result is 0 (non-inhibitor). (7) The drug is O=C(c1cc(Br)ccc1O)c1cc(Br)ccc1O. The result is 1 (inhibitor).